Dataset: Experimentally validated miRNA-target interactions with 360,000+ pairs, plus equal number of negative samples. Task: Binary Classification. Given a miRNA mature sequence and a target amino acid sequence, predict their likelihood of interaction. (1) The miRNA is mmu-miR-9-5p with sequence UCUUUGGUUAUCUAGCUGUAUGA. The protein sequence of the target gene is MTIGSMENVEVFTSEGKGRGLKATKEFWAADVIFAERAYSAVVFDSLINFVCHTCFKRQEKLHRCGQCKFAHYCDRTCQKDAWLNHKNECAAIKKYGKVPNENIRLAARIMWRVEREGTGLTEGCLVSVDDLQNHVEHFGEEEQKELRVDVDTFLQYWPPQSQQFSMQYISHIFGVINCNGFTLSDQRGLQAVGVGIFPNLGLVNHDCWPNCTVIFNNGNHEAVKSMFHTQMRIELRALGKISEGEELTVSYIDFLHLSEERRRQLKKQYYFDCSCEHCQKGLKDDLFLAAKEDPKPSQE.... Result: 1 (interaction). (2) The miRNA is hsa-miR-3681-3p with sequence ACACAGUGCUUCAUCCACUACU. The protein sequence of the target gene is MDPDWGQRDVGWAALLVLFAASLITVLGWMLQYARGLWLSRADGGRDSRPASAAEPGGSLRELGVWRSLLRLRATRTSTPEEAGVRGLLASLFAFKSFRENWQRAWVRALNEQACRDGSSIQIAFEEIPQLPPRASISHVTCVDQSERTMVLHCQLSAEEVRFPISVTQQSPAAVSMETYHVTLTLPPTQLEVSLEEIPDEGLLVSWAFTDRPELSLKVLPKLQTRERDEEQPELSTVEELIKDAIVSTQPAMMVNLRACSAPGGLVPSEKPPTMSQAQPSIPRPTRLFLRQLRASHLGS.... Result: 0 (no interaction). (3) The miRNA is hsa-miR-196b-3p with sequence UCGACAGCACGACACUGCCUUC. The protein sequence of the target gene is MAMYLTREEWRPLDPTQRDLYRDVMQENYGNVVSLDFEIRSENEANPKQEFSDDVEFATMSEEPLENAEKNPGSEEAFESGDQAERPWGDLTAEEWVSYPLQQVTDLLVHKEAHAGIRYHICSQCGKAFSQISDLNRHQKTHTGDRPYKCYECGKGFSRSSHLIQHQRTHTGERPYDCNECGKSFGRSSHLIQHQTIHTGEKPHKCTECGKSFCRLSHLIQHQRTHSGEKPYECEECGKSFSRSSHLAQHQRTHTGEKPYECHECGRGFSERSDLIKHYRVHTGERPYKCDECGKNFSQN.... Result: 0 (no interaction). (4) The miRNA is mmu-miR-3065-5p with sequence UCAACAAAAUCACUGAUGCUGG. The protein sequence of the target gene is MTAGTVVITGGILATVILLCIIAVLCYCRLQYYCCKKGTDGEDAEEEEEEEEHGLSIHPRVPACNACSSHVLDGRGGLAPLTSESCSQPCGVASHCTTCSPYRTPFYIRTADMVPNGGGGERLSFAPTHYKEGGTPSLKLAAPQNYPVTWPSSGHEAFTNPRAISTDV. Result: 1 (interaction).